The task is: Regression. Given a peptide amino acid sequence and an MHC pseudo amino acid sequence, predict their binding affinity value. This is MHC class I binding data.. This data is from Peptide-MHC class I binding affinity with 185,985 pairs from IEDB/IMGT. (1) The peptide sequence is RFRYCAPPGY. The binding affinity (normalized) is 0.0506. The MHC is Mamu-B52 with pseudo-sequence Mamu-B52. (2) The peptide sequence is STTTNSGLM. The MHC is H-2-Kb with pseudo-sequence H-2-Kb. The binding affinity (normalized) is 0.0696. (3) The peptide sequence is LQIVRFTDY. The MHC is HLA-A02:01 with pseudo-sequence HLA-A02:01. The binding affinity (normalized) is 0.0847. (4) The peptide sequence is NESGRLIDF. The MHC is HLA-A24:02 with pseudo-sequence HLA-A24:02. The binding affinity (normalized) is 0.0847. (5) The MHC is HLA-A80:01 with pseudo-sequence HLA-A80:01. The peptide sequence is ALYEKKLAL. The binding affinity (normalized) is 0.0847. (6) The peptide sequence is MRHVLEPFRK. The MHC is HLA-B27:05 with pseudo-sequence HLA-B27:05. The binding affinity (normalized) is 0.867.